From a dataset of Reaction yield outcomes from USPTO patents with 853,638 reactions. Predict the reaction yield, written as a fraction of the theoretical maximum amount of product (1.0 means a 100% yield; for example, 0.34 means a 34% yield). (1) The reactants are [Br:1][CH2:2][CH2:3][CH2:4][CH2:5][CH2:6][CH2:7][CH2:8][CH2:9][CH2:10][CH2:11][CH2:12][CH2:13][CH2:14][CH2:15][CH2:16][OH:17].CN(C)C.[Si:22](Cl)([C:25]([CH3:28])([CH3:27])[CH3:26])([CH3:24])[CH3:23].CN(C1C=CC=CN=1)C.[Cl-].[NH4+]. The catalyst is C(Cl)Cl. The product is [Br:1][CH2:2][CH2:3][CH2:4][CH2:5][CH2:6][CH2:7][CH2:8][CH2:9][CH2:10][CH2:11][CH2:12][CH2:13][CH2:14][CH2:15][CH2:16][O:17][Si:22]([C:25]([CH3:28])([CH3:27])[CH3:26])([CH3:24])[CH3:23]. The yield is 0.944. (2) The reactants are Br[C:2]1[CH:7]=[CH:6][N:5]=[C:4]2[NH:8][C:9]([CH2:11][C:12](=[O:18])[N:13]3[CH2:17][CH2:16][CH2:15][CH2:14]3)=[CH:10][C:3]=12.[O:19]=[S:20]1(=[O:44])[CH2:24][CH2:23][CH:22]([NH:25][S:26]([C:29]2[CH:34]=[CH:33][C:32](B3OC(C)(C)C(C)(C)O3)=[CH:31][CH:30]=2)(=[O:28])=[O:27])[CH2:21]1.C(=O)([O-])[O-].[Na+].[Na+]. The catalyst is [Pd](Cl)Cl.C1(P([C-]2C=CC=C2)C2C=CC=CC=2)C=CC=CC=1.[C-]1(P(C2C=CC=CC=2)C2C=CC=CC=2)C=CC=C1.[Fe+2].O1CCOCC1.O. The product is [O:44]=[S:20]1(=[O:19])[CH2:24][CH2:23][CH:22]([NH:25][S:26]([C:29]2[CH:34]=[CH:33][C:32]([C:2]3[CH:7]=[CH:6][N:5]=[C:4]4[NH:8][C:9]([CH2:11][C:12](=[O:18])[N:13]5[CH2:17][CH2:16][CH2:15][CH2:14]5)=[CH:10][C:3]=34)=[CH:31][CH:30]=2)(=[O:27])=[O:28])[CH2:21]1. The yield is 0.110. (3) The reactants are [Cl:1][C:2]1[CH:3]=[C:4]([CH2:14][N:15]2[C:19]([CH3:20])=[CH:18][C:17](C(O)=O)=[N:16]2)[C:5]2[O:9][C:8]([CH:10]([CH3:12])[CH3:11])=[CH:7][C:6]=2[CH:13]=1.C([N:26]([CH2:29]C)CC)C.C1(P(N=[N+]=[N-])(C2C=CC=CC=2)=[O:38])C=CC=CC=1.[OH:48][CH2:49][CH:50]1[CH2:55][CH2:54][N:53]([C:56]([O:58][C:59]([CH3:62])([CH3:61])[CH3:60])=[O:57])[CH2:52][CH2:51]1. The catalyst is C1(C)C=CC=CC=1. The product is [Cl:1][C:2]1[CH:3]=[C:4]([CH2:14][N:15]2[C:19]([CH3:20])=[CH:18][C:17]([NH:26][C:29]([O:48][CH2:49][CH:50]3[CH2:55][CH2:54][N:53]([C:56]([O:58][C:59]([CH3:62])([CH3:61])[CH3:60])=[O:57])[CH2:52][CH2:51]3)=[O:38])=[N:16]2)[C:5]2[O:9][C:8]([CH:10]([CH3:11])[CH3:12])=[CH:7][C:6]=2[CH:13]=1. The yield is 0.520. (4) The reactants are [C:1]([OH:9])(=O)[C:2]1[CH:7]=[CH:6][N:5]=[CH:4][CH:3]=1.C(N1C=CN=C1)(N1C=CN=C1)=[O:11].[Cl-].[Mg+2].[Cl-].[O:25]1[CH2:29][CH2:28][CH2:27][CH2:26]1. No catalyst specified. The product is [N:5]1[CH:4]=[CH:3][C:2]([C:1](=[O:9])[CH2:27][C:26]([O:25][CH2:29][CH3:28])=[O:11])=[CH:7][CH:6]=1. The yield is 0.740. (5) The reactants are [F:1][C:2]1[CH:7]=[CH:6][CH:5]=[C:4]([F:8])[C:3]=1[N:9]1[C:14]2[N:15]=[C:16](S(C)(=O)=O)[N:17]=[C:18]([C:19]3[CH:24]=[CH:23][C:22]([F:25])=[CH:21][C:20]=3[CH3:26])[C:13]=2[CH:12]=[CH:11][C:10]1=[O:31].[NH2:32][C:33]1[N:37]=[CH:36][NH:35][N:34]=1. No catalyst specified. The product is [F:1][C:2]1[CH:7]=[CH:6][CH:5]=[C:4]([F:8])[C:3]=1[N:9]1[C:14]2[N:15]=[C:16]([NH:32][C:33]3[N:37]=[CH:36][NH:35][N:34]=3)[N:17]=[C:18]([C:19]3[CH:24]=[CH:23][C:22]([F:25])=[CH:21][C:20]=3[CH3:26])[C:13]=2[CH:12]=[CH:11][C:10]1=[O:31]. The yield is 0.150. (6) The reactants are [OH:1][B:2]1[C:6]2[CH:7]=[C:8]([NH:11][S:12]([C:15]3[N:24]=[CH:23][C:22]([NH:25]C(=O)C(F)(F)F)=[CH:21]C=3C(OC)=O)(=[O:14])=[O:13])[CH:9]=[CH:10][C:5]=2[CH2:4][O:3]1.[CH2:32]([NH2:34])[CH3:33].[CH2:35]([OH:37])[CH3:36]. The catalyst is O. The product is [NH2:25][C:22]1[CH:23]=[N:24][C:15]([S:12](=[O:13])(=[O:14])[NH:11][C:8]2[CH:9]=[CH:10][C:5]3[CH2:4][O:3][B:2]([OH:1])[C:6]=3[CH:7]=2)=[C:36]([CH:21]=1)[C:35]([NH:34][CH2:32][CH3:33])=[O:37]. The yield is 0.290.